This data is from Peptide-MHC class II binding affinity with 134,281 pairs from IEDB. The task is: Regression. Given a peptide amino acid sequence and an MHC pseudo amino acid sequence, predict their binding affinity value. This is MHC class II binding data. (1) The peptide sequence is QKYVNNTATLLMTSL. The MHC is DRB1_0301 with pseudo-sequence DRB1_0301. The binding affinity (normalized) is 0.268. (2) The peptide sequence is TVLFGVSRSMGIGSQ. The binding affinity (normalized) is 0.249. The MHC is DRB1_1201 with pseudo-sequence DRB1_1201. (3) The peptide sequence is KKLAQAVMEMTYKNK. The MHC is DRB1_0901 with pseudo-sequence DRB1_0901. The binding affinity (normalized) is 0.587. (4) The peptide sequence is GLVSQLSVLSSITNI. The MHC is H-2-IAb with pseudo-sequence H-2-IAb. The binding affinity (normalized) is 0.208.